Dataset: Forward reaction prediction with 1.9M reactions from USPTO patents (1976-2016). Task: Predict the product of the given reaction. (1) Given the reactants O=C1C2C(=CC=CC=2)C(=O)[N:3]1[O:12][CH:13]1[CH2:18][CH2:17][N:16]([C:19]([NH:28][C:29](=[O:35])[O:30][C:31]([CH3:34])([CH3:33])[CH3:32])=[N:20][C:21](=[O:27])[O:22][C:23]([CH3:26])([CH3:25])[CH3:24])[CH2:15][CH2:14]1.C(Cl)Cl.O.NN, predict the reaction product. The product is: [NH2:3][O:12][CH:13]1[CH2:14][CH2:15][N:16]([C:19]([NH:28][C:29](=[O:35])[O:30][C:31]([CH3:34])([CH3:33])[CH3:32])=[N:20][C:21](=[O:27])[O:22][C:23]([CH3:25])([CH3:26])[CH3:24])[CH2:17][CH2:18]1. (2) Given the reactants C([O:9][C:10]1[C:19]2[N:18]=[CH:17][CH:16]=[CH:15][C:14]=2[C:13]([C:20]([O:22][CH3:23])=[O:21])=[N:12][C:11]=1[C:24]([O:26][CH3:27])=[O:25])(=O)C1C=CC=CC=1.C(N)C1C=CC=CC=1.C(OCC)C, predict the reaction product. The product is: [OH:9][C:10]1[C:19]2[N:18]=[CH:17][CH:16]=[CH:15][C:14]=2[C:13]([C:20]([O:22][CH3:23])=[O:21])=[N:12][C:11]=1[C:24]([O:26][CH3:27])=[O:25].